This data is from Reaction yield outcomes from USPTO patents with 853,638 reactions. The task is: Predict the reaction yield, written as a fraction of the theoretical maximum amount of product (1.0 means a 100% yield; for example, 0.34 means a 34% yield). (1) The reactants are [Cl:1][C:2]1[CH:7]=[CH:6][C:5]([C:8]2([C:13]3[CH:14]=[C:15]4[C:20](=[N:21][CH:22]=3)[N:19]([CH3:23])[C:18](=[O:24])[CH:17]=[C:16]4[C:25]3[CH:30]=[CH:29][CH:28]=[C:27]([O:31][CH3:32])[CH:26]=3)OCC[O:9]2)=[CH:4][CH:3]=1.Cl. The catalyst is O1CCOCC1. The product is [Cl:1][C:2]1[CH:3]=[CH:4][C:5]([C:8]([C:13]2[CH:14]=[C:15]3[C:20](=[N:21][CH:22]=2)[N:19]([CH3:23])[C:18](=[O:24])[CH:17]=[C:16]3[C:25]2[CH:30]=[CH:29][CH:28]=[C:27]([O:31][CH3:32])[CH:26]=2)=[O:9])=[CH:6][CH:7]=1. The yield is 0.920. (2) The reactants are [CH3:1][S:2]([C:5]1[CH:10]=[CH:9][C:8]([CH2:11][C:12]([OH:14])=[O:13])=[CH:7][CH:6]=1)(=[O:4])=[O:3].[CH3:15]COCC. The catalyst is CO.OS(O)(=O)=O. The product is [CH3:15][O:13][C:12](=[O:14])[CH2:11][C:8]1[CH:7]=[CH:6][C:5]([S:2]([CH3:1])(=[O:3])=[O:4])=[CH:10][CH:9]=1. The yield is 0.860.